From a dataset of Reaction yield outcomes from USPTO patents with 853,638 reactions. Predict the reaction yield, written as a fraction of the theoretical maximum amount of product (1.0 means a 100% yield; for example, 0.34 means a 34% yield). (1) The reactants are F[P-](F)(F)(F)(F)F.C[N+](C)=C(N(C)C)ON1C2N=CC=CC=2N=N1.[NH2:25][C:26]1[N:35]=[C:34]([N:36]2[CH2:41][CH2:40][N:39]([CH3:42])[CH2:38][CH2:37]2)[C:33]2[C:28](=[CH:29][C:30]([C:43](O)=[O:44])=[CH:31][CH:32]=2)[N:27]=1.C(N(CC)C(C)C)(C)C.[NH2:55][C@@H:56]([CH2:62][C:63]1[CH:68]=[CH:67][C:66]([C:69]2[CH:74]=[CH:73][CH:72]=[CH:71][CH:70]=2)=[CH:65][CH:64]=1)[C:57]([N:59]([CH3:61])[CH3:60])=[O:58]. The catalyst is CN(C)C=O. The product is [NH2:25][C:26]1[N:35]=[C:34]([N:36]2[CH2:37][CH2:38][N:39]([CH3:42])[CH2:40][CH2:41]2)[C:33]2[C:28](=[CH:29][C:30]([C:43]([NH:55][C@@H:56]([CH2:62][C:63]3[CH:64]=[CH:65][C:66]([C:69]4[CH:70]=[CH:71][CH:72]=[CH:73][CH:74]=4)=[CH:67][CH:68]=3)[C:57]([N:59]([CH3:61])[CH3:60])=[O:58])=[O:44])=[CH:31][CH:32]=2)[N:27]=1. The yield is 0.200. (2) The reactants are [NH2:1][C:2]1[CH:7]=[CH:6][CH:5]=[CH:4][C:3]=1[C:8](=[O:20])[CH2:9][C:10]([C:12]1[CH:17]=[CH:16][C:15]([O:18]C)=[CH:14][CH:13]=1)=O. The product is [OH:18][C:15]1[CH:16]=[CH:17][C:12]([C:10]2[NH:1][C:2]3[C:3]([C:8](=[O:20])[CH:9]=2)=[CH:4][CH:5]=[CH:6][CH:7]=3)=[CH:13][CH:14]=1. The catalyst is Br. The yield is 0.980. (3) The reactants are [NH2:1][C@H:2]([C:19]([CH3:22])([CH3:21])[CH3:20])[C:3]([N:5]1[CH2:10][CH2:9][CH:8]([N:11]2[CH2:16][CH2:15][N:14]([CH3:17])[CH2:13][C:12]2=[O:18])[CH2:7][CH2:6]1)=[O:4].[Cl:23][C:24]1[CH:29]=[CH:28][C:27]([N:30]=[C:31]=[O:32])=[CH:26][CH:25]=1. The yield is 0.270. The catalyst is C(#N)C. The product is [Cl:23][C:24]1[CH:29]=[CH:28][C:27]([NH:30][C:31]([NH:1][C@@H:2]([C:3]([N:5]2[CH2:10][CH2:9][CH:8]([N:11]3[CH2:16][CH2:15][N:14]([CH3:17])[CH2:13][C:12]3=[O:18])[CH2:7][CH2:6]2)=[O:4])[C:19]([CH3:22])([CH3:21])[CH3:20])=[O:32])=[CH:26][CH:25]=1. (4) The reactants are Cl[C:2]1[C:11]2[C:6](=[CH:7][C:8]([S:12]([O:15][C:16]3[C:21]([F:22])=[C:20]([F:23])[C:19]([F:24])=[C:18]([F:25])[C:17]=3[F:26])(=[O:14])=[O:13])=[CH:9][CH:10]=2)[CH:5]=[CH:4][N:3]=1.[C:27]([C:29]1[CH:34]=[CH:33][C:32](B(O)O)=[C:31]([O:38][CH3:39])[CH:30]=1)#[N:28].C(=O)([O-])[O-].[K+].[K+]. The catalyst is C1C=CC([P]([Pd]([P](C2C=CC=CC=2)(C2C=CC=CC=2)C2C=CC=CC=2)([P](C2C=CC=CC=2)(C2C=CC=CC=2)C2C=CC=CC=2)[P](C2C=CC=CC=2)(C2C=CC=CC=2)C2C=CC=CC=2)(C2C=CC=CC=2)C2C=CC=CC=2)=CC=1. The product is [C:27]([C:29]1[CH:34]=[CH:33][C:32]([C:2]2[C:11]3[C:6](=[CH:7][C:8]([S:12]([O:15][C:16]4[C:21]([F:22])=[C:20]([F:23])[C:19]([F:24])=[C:18]([F:25])[C:17]=4[F:26])(=[O:14])=[O:13])=[CH:9][CH:10]=3)[CH:5]=[CH:4][N:3]=2)=[C:31]([O:38][CH3:39])[CH:30]=1)#[N:28]. The yield is 0.665. (5) The reactants are [N:1]1[CH:6]=[CH:5][C:4]([CH2:7][NH:8][C:9]2[N:17]=[C:16]3[C:12]([N:13]=[CH:14][N:15]3[CH2:18][C:19]3[CH:24]=[CH:23][C:22]([CH2:25][OH:26])=[CH:21][CH:20]=3)=[C:11]([NH2:27])[N:10]=2)=[CH:3][CH:2]=1.[Br:28]Br.C(=O)([O-])O.[Na+]. The catalyst is CO.C(Cl)(Cl)Cl.C(Cl)(Cl)Cl. The product is [Br:28][C:14]1[N:15]([CH2:18][C:19]2[CH:24]=[CH:23][C:22]([CH2:25][OH:26])=[CH:21][CH:20]=2)[C:16]2[C:12]([N:13]=1)=[C:11]([NH2:27])[N:10]=[C:9]([NH:8][CH2:7][C:4]1[CH:3]=[CH:2][N:1]=[CH:6][CH:5]=1)[N:17]=2. The yield is 0.980.